Dataset: Catalyst prediction with 721,799 reactions and 888 catalyst types from USPTO. Task: Predict which catalyst facilitates the given reaction. (1) Reactant: [Cl:1][C:2]1[CH:3]=[C:4]([C@@:8]([C@@H:17]2[CH2:22][CH2:21][CH2:20][N:19]([C:23](=[O:45])[NH:24][C@H:25]([CH2:33][N:34]([CH3:44])[C:35]([O:37][CH2:38][CH2:39][Si:40]([CH3:43])([CH3:42])[CH3:41])=[O:36])[CH2:26][CH:27]3[CH2:32][CH2:31][CH2:30][CH2:29][CH2:28]3)[CH2:18]2)([O:10][CH2:11][C:12]([O:14]CC)=O)[CH3:9])[CH:5]=[CH:6][CH:7]=1.[CH3:46][NH2:47]. Product: [Cl:1][C:2]1[CH:3]=[C:4]([C@@:8]([C@@H:17]2[CH2:22][CH2:21][CH2:20][N:19]([C:23]([NH:24][C@@H:25]([CH2:26][CH:27]3[CH2:32][CH2:31][CH2:30][CH2:29][CH2:28]3)[CH2:33][N:34]([CH3:44])[C:35](=[O:36])[O:37][CH2:38][CH2:39][Si:40]([CH3:41])([CH3:42])[CH3:43])=[O:45])[CH2:18]2)([O:10][CH2:11][C:12]([NH:47][CH3:46])=[O:14])[CH3:9])[CH:5]=[CH:6][CH:7]=1. The catalyst class is: 8. (2) Reactant: Cl[C:2]1[N:6]([CH2:7][C:8]2[CH:13]=[CH:12][C:11]([F:14])=[CH:10][CH:9]=2)[C:5]2[CH:15]=[CH:16][CH:17]=[CH:18][C:4]=2[N:3]=1.[NH2:19][CH2:20][CH2:21][CH2:22][N:23]1[CH2:28][CH2:27][CH:26]([C:29]2[CH:30]=[C:31]([NH:35][C:36](=[O:38])[CH3:37])[CH:32]=[CH:33][CH:34]=2)[CH2:25][CH2:24]1. Product: [F:14][C:11]1[CH:12]=[CH:13][C:8]([CH2:7][N:6]2[C:5]3[CH:15]=[CH:16][CH:17]=[CH:18][C:4]=3[N:3]=[C:2]2[NH:19][CH2:20][CH2:21][CH2:22][N:23]2[CH2:28][CH2:27][CH:26]([C:29]3[CH:30]=[C:31]([NH:35][C:36](=[O:38])[CH3:37])[CH:32]=[CH:33][CH:34]=3)[CH2:25][CH2:24]2)=[CH:9][CH:10]=1. The catalyst class is: 8. (3) Reactant: [NH4+:1].[Cl-].C[Al](C)C.C.C[Al](N)Cl.[C:12]1([C:20]2[CH:25]=[CH:24][CH:23]=[CH:22][CH:21]=2)[C:13]([C:18]#[N:19])=[CH:14][CH:15]=[CH:16][CH:17]=1. Product: [C:20]1([C:12]2[CH:17]=[CH:16][CH:15]=[CH:14][C:13]=2[C:18]([NH2:1])=[NH:19])[CH:25]=[CH:24][CH:23]=[CH:22][CH:21]=1. The catalyst class is: 451. (4) Reactant: [H-].[Na+].[F:3][C:4]1[CH:12]=[C:11]2[C:7]([CH:8]=[CH:9][NH:10]2)=[CH:6][C:5]=1[N:13]1[C:21](=[O:22])[C:20]2[C:15](=[CH:16][CH:17]=[CH:18][CH:19]=2)[C:14]1=[O:23].Cl.[N:25]1[CH:30]=[CH:29][CH:28]=[CH:27][C:26]=1[CH2:31]Cl.C(=O)([O-])[O-].[K+].[K+].OC1C=CC=C[N+]=1[O-].CCN=C=NCCCN(C)C. Product: [F:3][C:4]1[CH:12]=[C:11]2[C:7]([CH:8]=[CH:9][N:10]2[CH2:31][C:26]2[CH:27]=[CH:28][CH:29]=[CH:30][N:25]=2)=[CH:6][C:5]=1[N:13]1[C:21](=[O:22])[C:20]2[C:15](=[CH:16][CH:17]=[CH:18][CH:19]=2)[C:14]1=[O:23]. The catalyst class is: 18. (5) Reactant: [C:1]([NH:8][CH2:9][C:10]([OH:12])=[O:11])([O:3][C:4]([CH3:7])([CH3:6])[CH3:5])=[O:2].[CH2:13]([N:15](CC)CC)[CH3:14].BrCC#N. Product: [C:13]([CH2:14][O:11][C:10](=[O:12])[CH2:9][NH:8][C:1]([O:3][C:4]([CH3:6])([CH3:7])[CH3:5])=[O:2])#[N:15]. The catalyst class is: 25.